From a dataset of Forward reaction prediction with 1.9M reactions from USPTO patents (1976-2016). Predict the product of the given reaction. The product is: [Cl:14][C:15]1[CH:22]=[C:21]([S:23]([CH3:26])(=[O:25])=[O:24])[CH:20]=[CH:19][C:16]=1[CH2:17][NH:18][C:27]([N:30]1[CH2:31][CH2:32][CH:7]([O:6][C:5]2[CH:47]=[CH:39][C:38]([Cl:37])=[C:50]([Cl:51])[CH:49]=2)[CH2:35][CH2:33]1)=[O:56]. Given the reactants ClC(Cl)(O[C:5](=O)[O:6][C:7](Cl)(Cl)Cl)Cl.Cl.[Cl:14][C:15]1[CH:22]=[C:21]([S:23]([CH3:26])(=[O:25])=[O:24])[CH:20]=[CH:19][C:16]=1[CH2:17][NH2:18].[CH:27]([N:30]([CH:33]([CH3:35])C)[CH2:31][CH3:32])(C)C.Cl.[Cl:37][C:38]1[C:50]([Cl:51])=[CH:49]C=[CH:47][C:39]=1ON1CCCCC1.ClCCl.C[OH:56], predict the reaction product.